From a dataset of Forward reaction prediction with 1.9M reactions from USPTO patents (1976-2016). Predict the product of the given reaction. (1) Given the reactants [C:1]1(=[O:13])[C:11]2=[C:12]3[C:7](=[CH:8][CH:9]=[CH:10]2)[CH2:6][CH2:5][CH2:4][CH:3]3[CH2:2]1.[BH4-].[Na+].O, predict the reaction product. The product is: [CH:1]1([OH:13])[C:11]2=[C:12]3[C:7](=[CH:8][CH:9]=[CH:10]2)[CH2:6][CH2:5][CH2:4][CH:3]3[CH2:2]1. (2) Given the reactants [O:1]1[C:6]2[CH:7]=[CH:8][C:9]([OH:11])=[CH:10][C:5]=2[NH:4][CH2:3][CH2:2]1.[H-].[Na+].[CH3:14][C:15]([Si:18](Cl)([CH3:20])[CH3:19])([CH3:17])[CH3:16].C([O-])(O)=O.[Na+], predict the reaction product. The product is: [Si:18]([O:11][C:9]1[CH:8]=[CH:7][C:6]2[O:1][CH2:2][CH2:3][NH:4][C:5]=2[CH:10]=1)([C:15]([CH3:17])([CH3:16])[CH3:14])([CH3:20])[CH3:19]. (3) Given the reactants Cl.[CH3:2][N:3]([CH3:10])[CH2:4]/[CH:5]=[CH:6]/[C:7](O)=[O:8].CN(C=O)C.C(Cl)(=O)C(Cl)=O.[NH2:22][C:23]1[CH:24]=[C:25]2[C:30](=[CH:31][C:32]=1[O:33][CH2:34][CH3:35])[N:29]=[CH:28][C:27]([C:36]#[N:37])=[C:26]2[NH:38][C:39]1[CH:44]=[CH:43][CH:42]=[C:41]([C:45]#[CH:46])[CH:40]=1, predict the reaction product. The product is: [C:36]([C:27]1[CH:28]=[N:29][C:30]2[C:25]([C:26]=1[NH:38][C:39]1[CH:44]=[CH:43][CH:42]=[C:41]([C:45]#[CH:46])[CH:40]=1)=[CH:24][C:23]([NH:22][C:7](=[O:8])/[CH:6]=[CH:5]/[CH2:4][N:3]([CH3:10])[CH3:2])=[C:32]([O:33][CH2:34][CH3:35])[CH:31]=2)#[N:37].